From a dataset of Reaction yield outcomes from USPTO patents with 853,638 reactions. Predict the reaction yield, written as a fraction of the theoretical maximum amount of product (1.0 means a 100% yield; for example, 0.34 means a 34% yield). The reactants are [F:1][C:2]([F:11])([F:10])[C:3]1[CH:8]=[CH:7][N:6]=[C:5]([OH:9])[N:4]=1.[I-].C[N+]1C=CN([C:19](=[O:28])[N:20]([CH3:27])[C:21]2[CH:26]=[CH:25][CH:24]=[CH:23][CH:22]=2)C=1.C(N(CC)CC)C. The catalyst is C(#N)C. The product is [F:11][C:2]([F:1])([F:10])[C:3]1[CH:8]=[CH:7][N:6]=[C:5]([O:9][C:19](=[O:28])[N:20]([CH3:27])[C:21]2[CH:26]=[CH:25][CH:24]=[CH:23][CH:22]=2)[N:4]=1. The yield is 0.390.